From a dataset of Reaction yield outcomes from USPTO patents with 853,638 reactions. Predict the reaction yield, written as a fraction of the theoretical maximum amount of product (1.0 means a 100% yield; for example, 0.34 means a 34% yield). (1) The catalyst is C([O-])(=O)C.[Cu+2].C([O-])(=O)C.ClCCl. The yield is 0.260. The product is [CH3:1][O:2][C:3](=[O:13])[CH:4]([NH:12][C:17]1[CH:16]=[C:15]([F:14])[CH:20]=[C:19]([C:21]([F:23])([F:24])[F:22])[CH:18]=1)[CH2:5][CH2:6][CH2:7][CH2:8][CH2:9][CH:10]=[CH2:11]. The reactants are [CH3:1][O:2][C:3](=[O:13])[CH:4]([NH2:12])[CH2:5][CH2:6][CH2:7][CH2:8][CH2:9][CH:10]=[CH2:11].[F:14][C:15]1[CH:16]=[C:17](B(O)O)[CH:18]=[C:19]([C:21]([F:24])([F:23])[F:22])[CH:20]=1.C(N(CC)CC)C.Cl. (2) The reactants are [CH3:1][O:2][C:3]1[C:4]([CH:9]=O)=[N:5][CH:6]=[CH:7][N:8]=1.Cl.[F:12][C:13]1[CH:18]=[CH:17][CH:16]=[CH:15][C:14]=1[C:19](=[O:27])[CH2:20][CH:21]1[CH2:26][CH2:25][NH:24][CH2:23][CH2:22]1.C(O[BH-](OC(=O)C)OC(=O)C)(=O)C.[Na+].C(=O)([O-])[O-].[Na+].[Na+]. The catalyst is C(OCC)(=O)C.ClCCCl. The product is [CH3:1][O:2][C:3]1[C:4]([CH2:9][N:24]2[CH2:25][CH2:26][CH:21]([CH2:20][C:19]([C:14]3[CH:15]=[CH:16][CH:17]=[CH:18][C:13]=3[F:12])=[O:27])[CH2:22][CH2:23]2)=[N:5][CH:6]=[CH:7][N:8]=1. The yield is 0.710.